This data is from Reaction yield outcomes from USPTO patents with 853,638 reactions. The task is: Predict the reaction yield, written as a fraction of the theoretical maximum amount of product (1.0 means a 100% yield; for example, 0.34 means a 34% yield). (1) The reactants are [H-].[Na+].[S:3]1[CH:7]=[CH:6][C:5]2[C:8]([N:12]3[CH2:17][CH2:16][N:15]([CH2:18][CH2:19][CH2:20][CH2:21][O:22][C:23]4[CH:32]=[C:31]5[C:26]([CH:27]=[CH:28][C:29](=[O:33])[NH:30]5)=[CH:25][CH:24]=4)[CH2:14][CH2:13]3)=[CH:9][CH:10]=[CH:11][C:4]1=2.[C:34](=[O:45])([O:38][CH:39]1[CH2:44][CH2:43][CH2:42][CH2:41][CH2:40]1)[O:35][CH2:36][Cl:37].Cl. The catalyst is O1CCCC1. The product is [ClH:37].[CH:39]1([O:38][C:34](=[O:45])[O:35][CH2:36][N:30]2[C:31]3[C:26](=[CH:25][CH:24]=[C:23]([O:22][CH2:21][CH2:20][CH2:19][CH2:18][N:15]4[CH2:14][CH2:13][N:12]([C:8]5[C:5]6[CH:6]=[CH:7][S:3][C:4]=6[CH:11]=[CH:10][CH:9]=5)[CH2:17][CH2:16]4)[CH:32]=3)[CH:27]=[CH:28][C:29]2=[O:33])[CH2:44][CH2:43][CH2:42][CH2:41][CH2:40]1. The yield is 0.420. (2) The reactants are C[CH2:2][N:3](C(C)C)C(C)C.[CH3:10][C@H:11]1[O:16][C@@H:15]([CH3:17])[CH2:14][N:13]([C:18]2[S:19][C:20]([C:25]3[CH:30]=[C:29]([CH3:31])[N:28]=[C:27]([CH3:32])[CH:26]=3)=[C:21](NC)[N:22]=2)[CH2:12]1.[CH3:33][C:34]1[CH:38]=[C:37]([C:39](Cl)=[O:40])[O:36][N:35]=1. The catalyst is C(Cl)Cl. The product is [CH3:10][C@H:11]1[O:16][C@@H:15]([CH3:17])[CH2:14][N:13]([C:18]2[S:19][C:20]([C:25]3[CH:26]=[C:27]([CH3:32])[N:28]=[C:29]([CH3:31])[CH:30]=3)=[C:21]([CH2:2][NH:3][C:39]([C:37]3[O:36][N:35]=[C:34]([CH3:33])[CH:38]=3)=[O:40])[N:22]=2)[CH2:12]1. The yield is 0.640. (3) The reactants are [CH3:1][O:2][C:3]1[N:10]=[CH:9][C:8]([N:11]2[CH2:26][CH2:25][C:14]3[N:15]=[CH:16][N:17]=[C:18]([O:19][C@H:20]4[CH2:24][CH2:23][NH:22][CH2:21]4)[C:13]=3[CH2:12]2)=[CH:7][C:4]=1[C:5]#[N:6].C(N(CC)CC)C.[C:34](Cl)(=[O:37])[O:35][CH3:36]. The catalyst is C(Cl)Cl. The product is [CH3:36][O:35][C:34]([N:22]1[CH2:23][CH2:24][C@H:20]([O:19][C:18]2[C:13]3[CH2:12][N:11]([C:8]4[CH:9]=[N:10][C:3]([O:2][CH3:1])=[C:4]([C:5]#[N:6])[CH:7]=4)[CH2:26][CH2:25][C:14]=3[N:15]=[CH:16][N:17]=2)[CH2:21]1)=[O:37]. The yield is 0.350. (4) The reactants are [CH3:1][CH:2]([CH3:59])[C@H:3]([NH:54][C:55](=[O:58])[O:56][CH3:57])[C:4]([N:6]1[CH2:10][CH2:9][CH2:8][C@H:7]1[C:11]1[NH:12][CH:13]=[C:14]([C:16]2[CH:21]=[CH:20][C:19]([C:22]3[CH:27]=[CH:26][C:25]([C:28]4[N:29]=[C:30]([CH:33]5[CH2:37][C:36]6([CH2:42][CH2:41][NH:40][CH2:39][CH2:38]6)[CH2:35][N:34]5[C:43](=[O:53])[C@@H:44]([NH:48][C:49]([O:51][CH3:52])=[O:50])[CH:45]([CH3:47])[CH3:46])[NH:31][CH:32]=4)=[CH:24][CH:23]=3)=[CH:18][CH:17]=2)[N:15]=1)=[O:5].C(N(CC)CC)C.[C:67](Cl)(=[O:69])[CH3:68].C(=O)([O-])[O-].[K+].[K+]. The catalyst is C(Cl)Cl. The product is [C:67]([N:40]1[CH2:39][CH2:38][C:36]2([CH2:35][N:34]([C:43](=[O:53])[C@@H:44]([NH:48][C:49]([O:51][CH3:52])=[O:50])[CH:45]([CH3:46])[CH3:47])[CH:33]([C:30]3[NH:31][CH:32]=[C:28]([C:25]4[CH:24]=[CH:23][C:22]([C:19]5[CH:20]=[CH:21][C:16]([C:14]6[N:15]=[C:11]([C@@H:7]7[CH2:8][CH2:9][CH2:10][N:6]7[C:4]([C@@H:3]([NH:54][C:55](=[O:58])[O:56][CH3:57])[CH:2]([CH3:59])[CH3:1])=[O:5])[NH:12][CH:13]=6)=[CH:17][CH:18]=5)=[CH:27][CH:26]=4)[N:29]=3)[CH2:37]2)[CH2:42][CH2:41]1)(=[O:69])[CH3:68]. The yield is 0.900. (5) The reactants are Cl[CH2:2][CH2:3][O:4][C:5]1[C:13]2[C:8](=[N:9][CH:10]=[N:11][C:12]=2[NH:14][C:15]2[CH:20]=[CH:19][C:18]([O:21][CH2:22][C:23]3[CH:28]=[CH:27][CH:26]=[CH:25][N:24]=3)=[C:17]([Cl:29])[CH:16]=2)[NH:7][N:6]=1.[CH3:30][N:31]1[CH2:36][CH2:35][NH:34][CH2:33][CH2:32]1. No catalyst specified. The product is [Cl:29][C:17]1[CH:16]=[C:15]([NH:14][C:12]2[N:11]=[CH:10][N:9]=[C:8]3[NH:7][N:6]=[C:5]([O:4][CH2:3][CH2:2][N:34]4[CH2:35][CH2:36][N:31]([CH3:30])[CH2:32][CH2:33]4)[C:13]=23)[CH:20]=[CH:19][C:18]=1[O:21][CH2:22][C:23]1[CH:28]=[CH:27][CH:26]=[CH:25][N:24]=1. The yield is 0.300. (6) The reactants are [Cl:1][C:2]1[CH:3]=[C:4]([N:8]2[C:13](=[O:14])[C:12]([OH:15])=[C:11]([C:16]3[CH:21]=[CH:20][C:19]([S:22]([CH3:25])(=[O:24])=[O:23])=[CH:18][CH:17]=3)[CH:10]=[N:9]2)[CH:5]=[CH:6][CH:7]=1.[C:26]1([CH3:36])[CH:31]=[CH:30][C:29]([S:32](Cl)(=[O:34])=[O:33])=[CH:28][CH:27]=1.O. The catalyst is N1C=CC=CC=1. The product is [Cl:1][C:2]1[CH:3]=[C:4]([N:8]2[C:13](=[O:14])[C:12]([O:15][S:32]([C:29]3[CH:30]=[CH:31][C:26]([CH3:36])=[CH:27][CH:28]=3)(=[O:34])=[O:33])=[C:11]([C:16]3[CH:21]=[CH:20][C:19]([S:22]([CH3:25])(=[O:24])=[O:23])=[CH:18][CH:17]=3)[CH:10]=[N:9]2)[CH:5]=[CH:6][CH:7]=1. The yield is 0.790. (7) The reactants are [OH:1][CH2:2][C@@H:3]([NH:14][C:15]([O:17][CH2:18][C:19]1[CH:24]=[CH:23][CH:22]=[CH:21][CH:20]=1)=[O:16])[CH2:4][N:5]1[CH2:13][CH2:12][CH2:11][C@H:6]1[C:7]([O:9][CH3:10])=[O:8].C(N(CC)CC)C.[CH3:32][S:33](Cl)(=[O:35])=[O:34]. The catalyst is ClCCl.CN(C)C1C=CN=CC=1. The product is [CH3:32][S:33]([O:1][CH2:2][C@@H:3]([NH:14][C:15]([O:17][CH2:18][C:19]1[CH:20]=[CH:21][CH:22]=[CH:23][CH:24]=1)=[O:16])[CH2:4][N:5]1[CH2:13][CH2:12][CH2:11][C@H:6]1[C:7]([O:9][CH3:10])=[O:8])(=[O:35])=[O:34]. The yield is 1.00.